This data is from Peptide-MHC class I binding affinity with 185,985 pairs from IEDB/IMGT. The task is: Regression. Given a peptide amino acid sequence and an MHC pseudo amino acid sequence, predict their binding affinity value. This is MHC class I binding data. (1) The peptide sequence is EIKPKFCLI. The MHC is HLA-A02:01 with pseudo-sequence HLA-A02:01. The binding affinity (normalized) is 0.0940. (2) The peptide sequence is IRHLFGNYI. The MHC is HLA-A30:02 with pseudo-sequence HLA-A30:02. The binding affinity (normalized) is 0.0671. (3) The peptide sequence is WEITYLGTT. The MHC is HLA-A26:02 with pseudo-sequence HLA-A26:02. The binding affinity (normalized) is 0.0847. (4) The peptide sequence is KTFDTEYPK. The MHC is HLA-A11:01 with pseudo-sequence HLA-A11:01. The binding affinity (normalized) is 0.552.